Task: Predict the reaction yield, written as a fraction of the theoretical maximum amount of product (1.0 means a 100% yield; for example, 0.34 means a 34% yield).. Dataset: Reaction yield outcomes from USPTO patents with 853,638 reactions (1) The reactants are [Br:1][C:2]1[CH:3]=[C:4]([CH2:8][C:9]([OH:11])=O)[CH:5]=[CH:6][CH:7]=1.S(=O)(=O)(O)O.C[C:18]1[N:23]=[C:22]([C:24](OCC)=O)[CH:21]=[CH:20][CH:19]=1.CC(C)([O-])C.[K+].Cl.[OH-].[Na+]. The catalyst is CO.O1CCCC1.O. The product is [Br:1][C:2]1[CH:3]=[C:4]([CH2:8][C:9]([C:18]2[CH:19]=[CH:20][CH:21]=[C:22]([CH3:24])[N:23]=2)=[O:11])[CH:5]=[CH:6][CH:7]=1. The yield is 0.180. (2) The reactants are [C:1]([O:4][C:5]1[CH:13]=[CH:12][C:11]([Cl:14])=[CH:10][C:6]=1[C:7]([OH:9])=O)(=[O:3])[CH3:2].[CH3:15][O:16][C:17]1[C:26]2[C:21](=[CH:22][CH:23]=[CH:24][CH:25]=2)[CH:20]=[C:19]([NH2:27])[CH:18]=1. No catalyst specified. The product is [C:1]([O:4][C:5]1[CH:13]=[CH:12][C:11]([Cl:14])=[CH:10][C:6]=1[C:7]([NH:27][C:19]1[CH:18]=[C:17]([O:16][CH3:15])[C:26]2[C:21]([CH:20]=1)=[CH:22][CH:23]=[CH:24][CH:25]=2)=[O:9])(=[O:3])[CH3:2]. The yield is 0.399. (3) The reactants are [CH:1]1([S:4]([C:7]2[CH:12]=[CH:11][C:10]([CH:13]([CH2:28][CH:29]3[CH2:34][CH2:33][O:32][CH2:31][CH2:30]3)[C:14](=O)[CH2:15][CH2:16][C:17]([C:19]3[S:20][C:21]([CH:24]([OH:26])[CH3:25])=[CH:22][N:23]=3)=O)=[CH:9][CH:8]=2)(=[O:6])=[O:5])[CH2:3][CH2:2]1.C([O-])(=O)C.[NH4+:39].[OH-].[Na+]. The catalyst is C(O)(=O)C. The product is [CH:1]1([S:4]([C:7]2[CH:8]=[CH:9][C:10]([CH:13]([C:14]3[NH:39][C:17]([C:19]4[S:20][C:21]([CH:24]([OH:26])[CH3:25])=[CH:22][N:23]=4)=[CH:16][CH:15]=3)[CH2:28][CH:29]3[CH2:34][CH2:33][O:32][CH2:31][CH2:30]3)=[CH:11][CH:12]=2)(=[O:5])=[O:6])[CH2:3][CH2:2]1. The yield is 0.330. (4) The reactants are C(OC([N:8]1[CH2:13][CH2:12][O:11][C:10]2[CH:14]=[C:15](/[CH:18]=[CH:19]/[C:20]([OH:22])=[O:21])[CH:16]=[N:17][C:9]1=2)=O)(C)(C)C.[Li+].[OH-]. The catalyst is Cl.O1CCOCC1. The product is [O:11]1[CH2:12][CH2:13][NH:8][C:9]2[N:17]=[CH:16][C:15](/[CH:18]=[CH:19]/[C:20]([OH:22])=[O:21])=[CH:14][C:10]1=2. The yield is 0.520.